Dataset: Peptide-MHC class II binding affinity with 134,281 pairs from IEDB. Task: Regression. Given a peptide amino acid sequence and an MHC pseudo amino acid sequence, predict their binding affinity value. This is MHC class II binding data. The peptide sequence is YQQGVTVDSIGM. The MHC is DRB1_0701 with pseudo-sequence DRB1_0701. The binding affinity (normalized) is 0.449.